Task: Binary Classification. Given a T-cell receptor sequence (or CDR3 region) and an epitope sequence, predict whether binding occurs between them.. Dataset: TCR-epitope binding with 47,182 pairs between 192 epitopes and 23,139 TCRs (1) The epitope is RLDKVEAEV. The TCR CDR3 sequence is CASSLLGGDLYEQYF. Result: 0 (the TCR does not bind to the epitope). (2) The epitope is KAYNVTQAF. The TCR CDR3 sequence is CASGRQGQETQYF. Result: 1 (the TCR binds to the epitope). (3) The epitope is YEGNSPFHPL. The TCR CDR3 sequence is CASSLGSYNEQFF. Result: 0 (the TCR does not bind to the epitope). (4) The epitope is SFHSLHLLF. The TCR CDR3 sequence is CASSPPRGRENEQFF. Result: 1 (the TCR binds to the epitope). (5) The epitope is FADDLNQLTGY. The TCR CDR3 sequence is CASSLLGYNEQFF. Result: 0 (the TCR does not bind to the epitope). (6) The epitope is FLNGSCGSV. The TCR CDR3 sequence is CASSPSGGMSDEQFF. Result: 1 (the TCR binds to the epitope). (7) The epitope is GTSGSPIVNR. The TCR CDR3 sequence is CASSRHGPGVDQPQHF. Result: 1 (the TCR binds to the epitope).